Dataset: Reaction yield outcomes from USPTO patents with 853,638 reactions. Task: Predict the reaction yield, written as a fraction of the theoretical maximum amount of product (1.0 means a 100% yield; for example, 0.34 means a 34% yield). (1) The reactants are C(OC([N:8]1[CH2:13][CH2:12][NH:11][C@H:10]([CH3:14])[CH2:9]1)=O)(C)(C)C.CCN(CC)CC.[CH3:22][S:23](Cl)(=[O:25])=[O:24]. The catalyst is C(Cl)Cl. The product is [CH3:22][S:23]([N:11]1[CH2:12][CH2:13][NH:8][CH2:9][C@H:10]1[CH3:14])(=[O:25])=[O:24]. The yield is 0.340. (2) The catalyst is CN(C=O)C. The product is [CH:1]1([CH2:6][C@@H:7]([C:8]([NH:41][NH:40][C:24]2[C:23]([F:22])=[C:28]([N:29]3[CH2:30][C:31]([CH3:38])([N:33]4[CH2:37][CH2:36][CH2:35][CH2:34]4)[CH2:32]3)[N:27]=[C:26]([CH3:39])[N:25]=2)=[O:10])[CH2:11][N:12]([O:13][CH:14]2[CH2:19][CH2:18][CH2:17][CH2:16][O:15]2)[CH:20]=[O:21])[CH2:2][CH2:3][CH2:4][CH2:5]1. The yield is 0.580. The reactants are [CH:1]1([CH2:6][C@H:7]([CH2:11][N:12]([CH:20]=[O:21])[O:13][CH:14]2[CH2:19][CH2:18][CH2:17][CH2:16][O:15]2)[C:8]([OH:10])=O)[CH2:5][CH2:4][CH2:3][CH2:2]1.[F:22][C:23]1[C:24]([NH:40][NH2:41])=[N:25][C:26]([CH3:39])=[N:27][C:28]=1[N:29]1[CH2:32][C:31]([CH3:38])([N:33]2[CH2:37][CH2:36][CH2:35][CH2:34]2)[CH2:30]1.C(Cl)CCl.C1C=NC2N(O)N=NC=2C=1.CN1CCOCC1. (3) The reactants are [C:1]([C:4]1[CH:10]=[CH:9][CH:8]=[CH:7][C:5]=1[NH2:6])(=[O:3])[NH2:2].[CH2:11]([N:13]([CH:17]([CH3:19])[CH3:18])[CH:14]([CH3:16])C)[CH3:12].CN([CH:23]=[O:24])C. No catalyst specified. The product is [C:17]1([N:13]2[CH2:11][CH2:12][CH:7]([CH2:8][CH2:9][CH2:10][C:23]([NH:6][C:5]3[CH:7]=[CH:8][CH:9]=[CH:10][C:4]=3[C:1]([NH2:2])=[O:3])=[O:24])[CH2:16][CH2:14]2)[CH:18]=[CH:5][CH:4]=[CH:1][CH:19]=1. The yield is 0.340. (4) The reactants are [CH3:1][C:2]1[NH:6][C:5]2[C:7]([C:17]([O:19]C)=[O:18])=[CH:8][C:9]([N:11]3[CH2:16][CH2:15][O:14][CH2:13][CH2:12]3)=[CH:10][C:4]=2[N:3]=1.Br[CH:22]([C:24]1[CH:29]=[CH:28][CH:27]=[C:26]([Cl:30])[CH:25]=1)[CH3:23].C(=O)([O-])[O-].[K+].[K+].[OH-].[Li+]. The catalyst is CN(C)C=O.O1CCCC1.O. The product is [Cl:30][C:26]1[CH:25]=[C:24]([CH:22]([N:3]2[C:4]3[CH:10]=[C:9]([N:11]4[CH2:16][CH2:15][O:14][CH2:13][CH2:12]4)[CH:8]=[C:7]([C:17]([OH:19])=[O:18])[C:5]=3[N:6]=[C:2]2[CH3:1])[CH3:23])[CH:29]=[CH:28][CH:27]=1. The yield is 0.243. (5) The reactants are [Si:1]([O:18][CH2:19][C:20]1[CH:21]=[C:22]([CH:25]=[O:26])[S:23][CH:24]=1)([C:14]([CH3:17])([CH3:16])[CH3:15])([C:8]1[CH:13]=[CH:12][CH:11]=[CH:10][CH:9]=1)[C:2]1[CH:7]=[CH:6][CH:5]=[CH:4][CH:3]=1.[BH4-].[Na+]. The catalyst is CO. The product is [Si:1]([O:18][CH2:19][C:20]1[CH:21]=[C:22]([CH2:25][OH:26])[S:23][CH:24]=1)([C:14]([CH3:15])([CH3:16])[CH3:17])([C:8]1[CH:13]=[CH:12][CH:11]=[CH:10][CH:9]=1)[C:2]1[CH:7]=[CH:6][CH:5]=[CH:4][CH:3]=1. The yield is 0.980. (6) The reactants are [CH3:1][O:2][C:3]([CH:5]1[CH2:9][O:8][CH2:7][N:6]1[C:10](=[O:15])[C:11]([O:13]C)=O)=[O:4].[CH3:16][C:17]([Mg]Cl)([CH3:20])[CH2:18][CH3:19]. The catalyst is C1COCC1. The product is [CH3:16][C:17]([CH3:20])([CH2:18][CH3:19])[C:11](=[O:13])[C:10]([N:6]1[CH:5]([C:3]([O:2][CH3:1])=[O:4])[CH2:9][O:8][CH2:7]1)=[O:15]. The yield is 0.610.